The task is: Regression. Given a peptide amino acid sequence and an MHC pseudo amino acid sequence, predict their binding affinity value. This is MHC class II binding data.. This data is from Peptide-MHC class II binding affinity with 134,281 pairs from IEDB. (1) The peptide sequence is REDQRGSGQVVTYALNTF. The MHC is DRB1_0401 with pseudo-sequence DRB1_0401. The binding affinity (normalized) is 0.0547. (2) The peptide sequence is WASVKKDLISYGGGW. The MHC is DRB1_0901 with pseudo-sequence DRB1_0901. The binding affinity (normalized) is 0.212. (3) The peptide sequence is CGRRHSVRIRVRSGG. The MHC is DRB3_0202 with pseudo-sequence DRB3_0202. The binding affinity (normalized) is 0.303.